From a dataset of Full USPTO retrosynthesis dataset with 1.9M reactions from patents (1976-2016). Predict the reactants needed to synthesize the given product. (1) Given the product [C:10]([C:9]1[CH:12]=[CH:13][C:6]([O:5][CH2:4][CH2:3][CH2:2][O:1][C:15]2[CH:16]=[C:17]3[C:21](=[CH:22][CH:23]=2)[N:20]([CH:24]([CH3:29])[C:25]([O:27][CH3:28])=[O:26])[CH:19]=[CH:18]3)=[N:7][CH:8]=1)#[N:11], predict the reactants needed to synthesize it. The reactants are: [OH:1][CH2:2][CH2:3][CH2:4][O:5][C:6]1[CH:13]=[CH:12][C:9]([C:10]#[N:11])=[CH:8][N:7]=1.O[C:15]1[CH:16]=[C:17]2[C:21](=[CH:22][CH:23]=1)[N:20]([CH:24]([CH3:29])[C:25]([O:27][CH3:28])=[O:26])[CH:19]=[CH:18]2.C1(P(C2C=CC=CC=2)C2C=CC=CC=2)C=CC=CC=1.N(C(N1CCCCC1)=O)=NC(N1CCCCC1)=O. (2) Given the product [Cl:24][C:25]1[CH:31]=[CH:30][CH:29]=[C:28]([CH3:32])[C:26]=1[NH:27][C:21]([C:18]1[S:17][C:16]([NH:15][C:1]([CH:2]2[CH2:34][CH2:33]2)=[O:5])=[N:20][CH:19]=1)=[O:23], predict the reactants needed to synthesize it. The reactants are: [C:1](Cl)(=[O:5])[C:2](Cl)=O.C(OC(O[NH:15][C:16]1[S:17][C:18]([C:21]([OH:23])=O)=[CH:19][N:20]=1)=O)(C)(C)C.[Cl:24][C:25]1[CH:31]=[CH:30][CH:29]=[C:28]([CH3:32])[C:26]=1[NH2:27].[C:33](OC(ONC1SC(C(Cl)=O)=CN=1)=O)(C)(C)[CH3:34].C(N(C(C)C)CC)(C)C. (3) The reactants are: [CH3:1][N:2]([CH3:22])[C@H:3]1[CH2:8][CH2:7][C@H:6]([N:9]([CH2:20][CH3:21])[C:10]2[S:14][CH:13]=[C:12]([C:15]([O:17]C)=[O:16])[C:11]=2[CH3:19])[CH2:5][CH2:4]1.[OH-].[Na+].Cl. Given the product [CH3:22][N:2]([CH3:1])[C@H:3]1[CH2:4][CH2:5][C@H:6]([N:9]([CH2:20][CH3:21])[C:10]2[S:14][CH:13]=[C:12]([C:15]([OH:17])=[O:16])[C:11]=2[CH3:19])[CH2:7][CH2:8]1, predict the reactants needed to synthesize it. (4) Given the product [Br:25][C:4]1[CH:3]=[C:2]([Cl:1])[N:7]=[N:6][C:5]=1[O:8][CH2:9][C:10]([F:13])([F:12])[F:11], predict the reactants needed to synthesize it. The reactants are: [Cl:1][C:2]1[N:7]=[N:6][C:5]([O:8][CH2:9][C:10]([F:13])([F:12])[F:11])=[C:4](N)[CH:3]=1.C(ON=O)CC(C)C.C[Si](C)(C)[Br:25]. (5) Given the product [NH2:12][C:9]1[N:8]=[C:7]([C:13]2[CH:18]=[CH:17][C:16]([Cl:19])=[C:15]([O:20][CH3:21])[C:14]=2[F:22])[N:6]=[C:5]([C:3]([OH:4])=[O:2])[C:10]=1[Cl:11], predict the reactants needed to synthesize it. The reactants are: C[O:2][C:3]([C:5]1[C:10]([Cl:11])=[C:9]([NH2:12])[N:8]=[C:7]([C:13]2[CH:18]=[CH:17][C:16]([Cl:19])=[C:15]([O:20][CH3:21])[C:14]=2[F:22])[N:6]=1)=[O:4].[OH-].[Na+].Cl.